Task: Predict the reactants needed to synthesize the given product.. Dataset: Full USPTO retrosynthesis dataset with 1.9M reactions from patents (1976-2016) (1) Given the product [NH2:2][CH2:1][C:3]1([CH2:26][C:27]2[CH:28]=[CH:29][C:30]([C:31]([O:33][CH3:34])=[O:32])=[CH:35][CH:36]=2)[CH2:8][CH2:7][N:6]([CH2:9][C:10](=[O:25])[NH:11][C:12]2[CH:13]=[CH:14][C:15]([O:18][C:19]3[CH:24]=[CH:23][CH:22]=[CH:21][CH:20]=3)=[CH:16][CH:17]=2)[CH2:5][CH2:4]1, predict the reactants needed to synthesize it. The reactants are: [C:1]([C:3]1([CH2:26][C:27]2[CH:36]=[CH:35][C:30]([C:31]([O:33][CH3:34])=[O:32])=[CH:29][CH:28]=2)[CH2:8][CH2:7][N:6]([CH2:9][C:10](=[O:25])[NH:11][C:12]2[CH:17]=[CH:16][C:15]([O:18][C:19]3[CH:24]=[CH:23][CH:22]=[CH:21][CH:20]=3)=[CH:14][CH:13]=2)[CH2:5][CH2:4]1)#[N:2]. (2) Given the product [Br:1][C:2]1[C:3]([O:18][CH2:19][C:20]([F:22])([F:23])[F:21])=[N:4][CH:5]=[C:6]([CH:17]=1)[C:7]([NH:9][C@H:10]1[CH2:15][CH2:14][CH2:13][CH2:12][C@H:11]1[OH:16])=[O:8], predict the reactants needed to synthesize it. The reactants are: [Br:1][C:2]1[C:3]([O:18][CH2:19][C:20]([F:23])([F:22])[F:21])=[N:4][CH:5]=[C:6]([CH:17]=1)[C:7]([NH:9][CH:10]1[CH2:15][CH2:14][CH2:13][CH2:12][CH:11]1[OH:16])=[O:8]. (3) Given the product [F:1][C:2]1[CH:16]=[CH:15][C:5]2[C:6](=[O:14])[C:7](=[O:20])[C:8]3[CH:9]=[CH:10][CH:11]=[N:12][C:13]=3[C:4]=2[CH:3]=1, predict the reactants needed to synthesize it. The reactants are: [F:1][C:2]1[CH:16]=[CH:15][C:5]2[C:6](=[O:14])[CH2:7][C:8]3[CH:9]=[CH:10][CH:11]=[N:12][C:13]=3[C:4]=2[CH:3]=1.C1C[O:20]CC1. (4) Given the product [CH3:11][O:10][C:9]1[CH:8]=[CH:7][C:4]([CH:5]=[O:6])=[CH:3][C:2]=1[C:13]1[S:12][CH:16]=[CH:15][CH:14]=1, predict the reactants needed to synthesize it. The reactants are: Br[C:2]1[CH:3]=[C:4]([CH:7]=[CH:8][C:9]=1[O:10][CH3:11])[CH:5]=[O:6].[S:12]1[CH:16]=[CH:15][CH:14]=[C:13]1B(O)O.C(COC)OC.C([O-])([O-])=O.[Na+].[Na+]. (5) Given the product [Cl:1][C:2]1[CH:3]=[CH:4][C:5](=[O:26])[N:6]([CH2:8][C:9]2[CH:14]=[CH:13][C:12]([CH2:15][N:16]3[CH:24]=[C:23]4[C:18]([N:19]=[CH:20][N:21]=[C:22]4[NH:45][CH2:44][C:41]4[C:40]([CH3:46])=[CH:39][C:38]([O:37][CH3:36])=[CH:43][N:42]=4)=[N:17]3)=[CH:11][CH:10]=2)[CH:7]=1, predict the reactants needed to synthesize it. The reactants are: [Cl:1][C:2]1[CH:3]=[CH:4][C:5](=[O:26])[N:6]([CH2:8][C:9]2[CH:14]=[CH:13][C:12]([CH2:15][N:16]3[CH:24]=[C:23]4[C:18]([N:19]=[CH:20][N:21]=[C:22]4Cl)=[N:17]3)=[CH:11][CH:10]=2)[CH:7]=1.CCN(C(C)C)C(C)C.[CH3:36][O:37][C:38]1[CH:39]=[C:40]([CH3:46])[C:41]([CH2:44][NH2:45])=[N:42][CH:43]=1. (6) Given the product [Cl:8][C:6]1[CH:5]=[C:4]([C@:9]2([C:16]([F:19])([F:18])[F:17])[CH2:13][CH2:12][NH:11][CH2:10]2)[CH:3]=[C:2]([Cl:1])[CH:7]=1, predict the reactants needed to synthesize it. The reactants are: [Cl:1][C:2]1[CH:3]=[C:4]([C:9]2([C:16]([F:19])([F:18])[F:17])[CH2:13][C:12](=O)[NH:11][C:10]2=O)[CH:5]=[C:6]([Cl:8])[CH:7]=1.B(F)(F)F.Cl. (7) Given the product [CH3:12][CH2:13][C:5]([C:4]1[CH:7]=[CH:8][C:9]([O:10][CH3:11])=[C:2]([F:1])[CH:3]=1)=[O:6], predict the reactants needed to synthesize it. The reactants are: [F:1][C:2]1[CH:3]=[C:4]([CH:7]=[CH:8][C:9]=1[O:10][CH3:11])[CH:5]=[O:6].[CH2:12]([Mg]Br)[CH3:13].Cl.C(Cl)(=O)C(Cl)=O.